This data is from Forward reaction prediction with 1.9M reactions from USPTO patents (1976-2016). The task is: Predict the product of the given reaction. (1) Given the reactants [I:1][C:2]1[C:7]([OH:8])=[CH:6][CH:5]=[CH:4][N:3]=1.Cl[CH2:10][O:11][CH3:12], predict the reaction product. The product is: [I:1][C:2]1[C:7]([O:8][CH2:10][O:11][CH3:12])=[CH:6][CH:5]=[CH:4][N:3]=1. (2) Given the reactants CN(C)C=O.[CH3:6][O:7][C:8]1[CH:17]=[C:16]2[C:11]([CH:12]=[CH:13][C:14](=[O:32])[N:15]2[CH2:18][CH2:19][CH2:20][C:21]2([C:27]([O:29][CH2:30][CH3:31])=[O:28])[CH2:26][CH2:25][NH:24][CH2:23][CH2:22]2)=[CH:10][CH:9]=1.C(=O)([O-])[O-].[K+].[K+].Br[CH2:40][CH2:41][O:42][C:43]1[CH:48]=[CH:47][CH:46]=[CH:45][CH:44]=1, predict the reaction product. The product is: [CH3:6][O:7][C:8]1[CH:17]=[C:16]2[C:11]([CH:12]=[CH:13][C:14](=[O:32])[N:15]2[CH2:18][CH2:19][CH2:20][C:21]2([C:27]([O:29][CH2:30][CH3:31])=[O:28])[CH2:26][CH2:25][N:24]([CH2:40][CH2:41][O:42][C:43]3[CH:48]=[CH:47][CH:46]=[CH:45][CH:44]=3)[CH2:23][CH2:22]2)=[CH:10][CH:9]=1.